From a dataset of Reaction yield outcomes from USPTO patents with 853,638 reactions. Predict the reaction yield, written as a fraction of the theoretical maximum amount of product (1.0 means a 100% yield; for example, 0.34 means a 34% yield). (1) The reactants are Cl.Cl.[CH3:3][N:4]1[CH2:13][C@@H:12]([C:14]2[CH:23]=[CH:22][C:21]3[C:16](=[CH:17][CH:18]=[CH:19][CH:20]=3)[CH:15]=2)[C:11]2[C:6](=[CH:7][C:8]([C:24]3[N:29]=[N:28][C:27]([NH2:30])=[CH:26][CH:25]=3)=[CH:9][CH:10]=2)[CH2:5]1. The catalyst is CO.O. The product is [CH3:3][N:4]1[CH2:13][C@@H:12]([C:14]2[CH:23]=[CH:22][C:21]3[C:16](=[CH:17][CH:18]=[CH:19][CH:20]=3)[CH:15]=2)[C:11]2[C:6](=[CH:7][C:8]([C:24]3[N:29]=[N:28][C:27]([NH2:30])=[CH:26][CH:25]=3)=[CH:9][CH:10]=2)[CH2:5]1. The yield is 0.960. (2) The reactants are [Cl:1][C:2]1[N:3]=[C:4]([N:13]2[CH2:18][CH2:17][O:16][CH2:15][CH2:14]2)[C:5]2[S:10][C:9]([CH:11]=O)=[CH:8][C:6]=2[N:7]=1.[C:19]([NH:26][CH:27]1[CH2:32][CH2:31][NH:30][CH2:29][CH2:28]1)([O:21][C:22]([CH3:25])([CH3:24])[CH3:23])=[O:20]. No catalyst specified. The product is [C:22]([O:21][C:19](=[O:20])[NH:26][CH:27]1[CH2:32][CH2:31][N:30]([CH2:11][C:9]2[S:10][C:5]3[C:4]([N:13]4[CH2:18][CH2:17][O:16][CH2:15][CH2:14]4)=[N:3][C:2]([Cl:1])=[N:7][C:6]=3[CH:8]=2)[CH2:29][CH2:28]1)([CH3:25])([CH3:23])[CH3:24]. The yield is 0.710. (3) The reactants are O1[C:5]2([CH2:10][CH2:9][CH2:8][CH2:7][CH:6]2[C:11]([N:13]2[CH2:18][CH2:17][O:16][CH2:15][CH2:14]2)=[O:12])[O:4]CC1. The catalyst is C(O)C.S(=O)(=O)(O)O.C(OCC)(=O)C. The product is [N:13]1([C:11]([CH:6]2[CH2:7][CH2:8][CH2:9][CH2:10][C:5]2=[O:4])=[O:12])[CH2:14][CH2:15][O:16][CH2:17][CH2:18]1. The yield is 0.350. (4) The reactants are [Br:1][C:2]1[CH:6]=[CH:5][O:4][C:3]=1[CH:7]=O.Cl.Cl.[CH3:11][N:12]1[CH2:17][CH2:16][NH:15][CH2:14][CH2:13]1.C(N(CC)CC)C.C(O[BH-](OC(=O)C)OC(=O)C)(=O)C.[Na+]. The catalyst is C(Cl)Cl.CCOC(C)=O. The product is [Br:1][C:2]1[CH:6]=[CH:5][O:4][C:3]=1[CH2:7][N:15]1[CH2:16][CH2:17][N:12]([CH3:11])[CH2:13][CH2:14]1. The yield is 0.780. (5) The reactants are [NH2:1][C:2]1[C:10]2[C:5](=[CH:6][CH:7]=[CH:8][CH:9]=2)[C:4]([C:18]2[CH:23]=[CH:22][C:21]([O:24][S:25]([CH3:28])(=[O:27])=[O:26])=[CH:20][CH:19]=2)([C:11]2[CH:16]=[CH:15][CH:14]=[C:13](Br)[CH:12]=2)[N:3]=1.P([O-])([O-])([O-])=O.[K+].[K+].[K+].[N:37]1[CH:42]=[CH:41][CH:40]=[C:39](B(O)O)[CH:38]=1.[Al]. The catalyst is Cl[Pd](Cl)([P](C1C=CC=CC=1)(C1C=CC=CC=1)C1C=CC=CC=1)[P](C1C=CC=CC=1)(C1C=CC=CC=1)C1C=CC=CC=1.COCCOC.O.C(O)C. The product is [NH2:1][C:2]1[C:10]2[C:5](=[CH:6][CH:7]=[CH:8][CH:9]=2)[C:4]([C:18]2[CH:23]=[CH:22][C:21]([O:24][S:25]([CH3:28])(=[O:27])=[O:26])=[CH:20][CH:19]=2)([C:11]2[CH:16]=[CH:15][CH:14]=[C:13]([C:39]3[CH:38]=[N:37][CH:42]=[CH:41][CH:40]=3)[CH:12]=2)[N:3]=1. The yield is 0.590.